This data is from Experimentally validated miRNA-target interactions with 360,000+ pairs, plus equal number of negative samples. The task is: Binary Classification. Given a miRNA mature sequence and a target amino acid sequence, predict their likelihood of interaction. (1) The miRNA is hsa-miR-6515-3p with sequence UCUCUUCAUCUACCCCCCAG. The protein sequence of the target gene is MATYCDDLGPSSAPPGQAQATAHPPGYEPGDLGAVGGGPLLWVNAPALSPKSYASGPGPAPPYAAPSYGAPGPLLGAPGGLAGADLAWLSLSGQQELLRLVRPPYSYSALIAMAIQSAPLRKLTLSQIYQYVAGNFPFYKRSKAGWQNSIRHNLSLNDCFKKVPRDEDDPGKGNYWTLDPNCEKMFDNGNFRRKRKRRAEASAAVRSGARSVGGAEAPALEPPSAACLDLQASPSPSAPEAATCFSGFASAMSALAGGLGTFPGGLAGDFSFGRRPPTVATHAPQTLNPSPGFAPGHQTA.... Result: 1 (interaction). (2) The miRNA is hsa-miR-6838-5p with sequence AAGCAGCAGUGGCAAGACUCCU. The protein sequence of the target gene is MENSHPPHHHHQQPPPQPGPSGERRNHHWRSYKLMIDPALKKGHHKLYRYDGQHFSLAMSSNRPVEIVEDPRVVGIWTKNKELELSVPKFKIDEFYVGPVPPKQVTFAKLNDNIRENFLRDMCKKYGEVEEVEILYNPKTKKHLGIAKVVFATVRGAKDAVQHLHSTSVMGNIIHVELDTKGETRMRFYELLVTGRYTPQTLPVGELDAVSPIVNETLQLSDALKRLKDGGLSAGCGSGSSSVTPNSGGTPFSQDTAYSSCRLDTPNSYGQGTPLTPRLGTPFSQDSSYSSRQPTPSYLF.... Result: 1 (interaction). (3) The miRNA is hsa-miR-191-3p with sequence GCUGCGCUUGGAUUUCGUCCCC. The protein sequence of the target gene is MFQLPILNFSPQQVAGVCETLEESGDVERLGRFLWSLPVAPAACEALNKNESVLRARAIVAFHGGNYRELYHILENHKFTKESHAKLQALWLEAHYQEAEKLRGRPLGPVDKYRVRKKFPLPRTIWDGEQKTHCFKERTRHLLREWYLQDPYPNPSKKRELAQATGLTPTQVGNWFKNRRQRDRAAAAKNRLQQQVLSQGPGRVLRSEGEGTPEVLGVASSPAASLSSKAATSAISITSSDSECDI. Result: 0 (no interaction). (4) The miRNA is hsa-miR-6732-5p with sequence UAGGGGGUGGCAGGCUGGCC. The protein sequence of the target gene is MASAGNAAGALGRQAGGGRRRRTGGPHRAAPDRDYLHRPSYCDAAFALEQISKGKATGRKAPLWLRAKFQRLLFKLGCYIQKNCGKFLVVGLLIFGAFAVGLKAANLETNVEELWVEVGGRVSRELNYTRQKIGEEAMFNPQLMIQTPKEEGANVLTTEALLQHLDSALQASRVHVYMYNRQWKLEHLCYKSGELITETGYMDQIIEYLYPCLIITPLDCFWEGAKLQSGTAYLLGKPPLRWTNFDPLEFLEELKKINYQVDSWEEMLNKAEVGHGYMDRPCLNPADPDCPATAPNKNST.... Result: 0 (no interaction). (5) The miRNA is mmu-miR-7042-3p with sequence UGUCCCUUUGUUUUCUCUCAG. The protein sequence of the target gene is MKVFCEVLEELYKKVLLGATLENDSHDYIFYLNPAVSDQDCSTATSLEWANTCGIQGRHQPISVGVAPIAVAPVCLKTNSQMSGSREVMLLQLTVIKVMTTRILSVKTEFHAKEQYRDVIKILLESAKVDSKLICMFQNSDKLLSHMAAQCLALLLYFQLREKITLSNSWIAFCQKNLSEYSESNKAIYCLWTLTAIIKEIFKDSCSQKTEILKQFLTHFDTIFEVFYNSLFSQHFENCRDTSKIVNILMCFLDLLELLIASRIHLKLHFTCQRILFLKPSCMLEVITWPIQAFVKRKVI.... Result: 0 (no interaction).